This data is from Full USPTO retrosynthesis dataset with 1.9M reactions from patents (1976-2016). The task is: Predict the reactants needed to synthesize the given product. Given the product [OH:13][C:9]1([C:23]2[CH:22]=[C:21]([O:26][CH3:27])[C:20]([O:28][CH3:29])=[C:19]([O:18][CH3:17])[CH:24]=2)[C:10]2[C:5](=[C:4]([N+:14]([O-:16])=[O:15])[C:3]([O:2][CH3:1])=[CH:12][CH:11]=2)[CH2:6][CH2:7][CH2:8]1, predict the reactants needed to synthesize it. The reactants are: [CH3:1][O:2][C:3]1[C:4]([N+:14]([O-:16])=[O:15])=[C:5]2[C:10](=[CH:11][CH:12]=1)[C:9](=[O:13])[CH2:8][CH2:7][CH2:6]2.[CH3:17][O:18][C:19]1[CH:24]=[CH:23][C:22]([Li])=[C:21]([O:26][CH3:27])[C:20]=1[O:28][CH3:29].